Predict the reactants needed to synthesize the given product. From a dataset of Full USPTO retrosynthesis dataset with 1.9M reactions from patents (1976-2016). (1) The reactants are: FC(F)(F)C(O)=O.C(OC(=O)[NH:14][C:15]([CH3:34])([CH3:33])[CH2:16][CH2:17][N:18]1[C:23]2[CH:24]=[CH:25][CH:26]=[CH:27][C:22]=2[C:21]([CH2:30][CH3:31])([CH2:28][CH3:29])[O:20][C:19]1=[O:32])(C)(C)C. Given the product [NH2:14][C:15]([CH3:34])([CH3:33])[CH2:16][CH2:17][N:18]1[C:23]2[CH:24]=[CH:25][CH:26]=[CH:27][C:22]=2[C:21]([CH2:30][CH3:31])([CH2:28][CH3:29])[O:20][C:19]1=[O:32], predict the reactants needed to synthesize it. (2) Given the product [Br:1][C:2]1[CH:3]=[CH:4][C:5]2[O:6][CH2:7][CH:8]([CH3:16])[NH:9][C:10]=2[N:11]=1, predict the reactants needed to synthesize it. The reactants are: [Br:1][C:2]1[CH:3]=[CH:4][C:5]2[O:6][CH2:7][C:8](=O)[NH:9][C:10]=2[N:11]=1.C[Mg+].[Br-].[C:16](O[BH-](OC(=O)C)OC(=O)C)(=O)C.[Na+]. (3) Given the product [CH3:3][C:4]([C@@H:5]1[C@@:22]2([CH3:23])[CH2:21][CH2:20][C@@H:19]3[C@@:17]4([CH3:18])[CH2:16][CH2:15][C@:14]([OH:24])([CH3:2])[CH2:13][C@@H:12]4[CH2:11][CH2:10][C@H:9]3[C@@H:8]2[CH2:7][CH2:6]1)=[O:25], predict the reactants needed to synthesize it. The reactants are: [Li][CH3:2].[CH3:3][C:4](=[O:25])[C@@H:5]1[C@:22]2([CH3:23])[C@H:8]([C@H:9]3[C@H:19]([CH2:20][CH2:21]2)[C@:17]2([CH3:18])[C@H:12]([CH2:13][C:14](=[O:24])[CH2:15][CH2:16]2)[CH2:11][CH2:10]3)[CH2:7][CH2:6]1. (4) Given the product [Cl:20][C:5]1[C:6]([NH:8][C:9]2[CH:19]=[CH:18][CH:17]=[CH:16][C:10]=2[C:11]([NH:13][O:14][CH3:15])=[O:12])=[CH:7][C:2]([NH:28][C:27]2[N:23]([CH2:21][CH3:22])[N:24]=[CH:25][C:26]=2[CH3:29])=[N:3][CH:4]=1, predict the reactants needed to synthesize it. The reactants are: Cl[C:2]1[CH:7]=[C:6]([NH:8][C:9]2[CH:19]=[CH:18][CH:17]=[CH:16][C:10]=2[C:11]([NH:13][O:14][CH3:15])=[O:12])[C:5]([Cl:20])=[CH:4][N:3]=1.[CH2:21]([N:23]1[C:27]([NH2:28])=[C:26]([CH3:29])[CH:25]=[N:24]1)[CH3:22].C(=O)([O-])[O-].[Cs+].[Cs+].C1C=CC(P(C2C(C3C(P(C4C=CC=CC=4)C4C=CC=CC=4)=CC=C4C=3C=CC=C4)=C3C(C=CC=C3)=CC=2)C2C=CC=CC=2)=CC=1. (5) Given the product [O:3]=[CH:4][CH2:5][CH2:6][CH2:7][NH:8][C:9]([N:11]1[CH2:20][CH2:19][C:18]2[C:13](=[CH:14][CH:15]=[CH:16][CH:17]=2)[CH2:12]1)=[O:10], predict the reactants needed to synthesize it. The reactants are: C([O:3][CH:4](OCC)[CH2:5][CH2:6][CH2:7][NH:8][C:9]([N:11]1[CH2:20][CH2:19][C:18]2[C:13](=[CH:14][CH:15]=[CH:16][CH:17]=2)[CH2:12]1)=[O:10])C.O=CCCCNC(C1CCCCC1)=O. (6) Given the product [Cl:23][C:15]1[C:16]([C:18]2[CH:22]=[CH:21][S:20][CH:19]=2)=[CH:17][C:12]2[O:11][CH:10]([C:24]([N:26]3[CH2:31][CH2:30][C:29]([CH2:32][C:33]4[CH:38]=[CH:37][C:36]([F:39])=[CH:35][CH:34]=4)([C:40]#[N:41])[CH2:28][CH2:27]3)=[O:25])[CH2:9][NH:8][C:13]=2[CH:14]=1, predict the reactants needed to synthesize it. The reactants are: C(OC([N:8]1[C:13]2[CH:14]=[C:15]([Cl:23])[C:16]([C:18]3[CH:22]=[CH:21][S:20][CH:19]=3)=[CH:17][C:12]=2[O:11][CH:10]([C:24]([N:26]2[CH2:31][CH2:30][C:29]([C:40]#[N:41])([CH2:32][C:33]3[CH:38]=[CH:37][C:36]([F:39])=[CH:35][CH:34]=3)[CH2:28][CH2:27]2)=[O:25])[CH2:9]1)=O)(C)(C)C.C(O)(C(F)(F)F)=O.[OH-].[Na+]. (7) Given the product [C:17]([O:21][C:22]([NH:24][C@@H:25]1[CH2:30][CH2:29][CH2:28][N:27]([C:31]2[N:52]([CH2:4][C:3]3[CH:6]=[C:7]([F:10])[CH:8]=[CH:9][C:2]=3[CH3:1])[C:34]3[C:35](=[O:51])[N:36]([CH3:50])[C:37]4[CH:38]=[C:39]([C:43]([O:45][C:46]([CH3:49])([CH3:48])[CH3:47])=[O:44])[CH:40]=[CH:41][C:42]=4[C:33]=3[N:32]=2)[CH2:26]1)=[O:23])([CH3:20])([CH3:18])[CH3:19], predict the reactants needed to synthesize it. The reactants are: [CH3:1][C:2]1[CH:9]=[CH:8][C:7]([F:10])=[CH:6][C:3]=1[CH2:4]Br.C(=O)([O-])[O-].[K+].[K+].[C:17]([O:21][C:22]([NH:24][C@@H:25]1[CH2:30][CH2:29][CH2:28][N:27]([C:31]2[NH:52][C:34]3[C:35](=[O:51])[N:36]([CH3:50])[C:37]4[CH:38]=[C:39]([C:43]([O:45][C:46]([CH3:49])([CH3:48])[CH3:47])=[O:44])[CH:40]=[CH:41][C:42]=4[C:33]=3[N:32]=2)[CH2:26]1)=[O:23])([CH3:20])([CH3:19])[CH3:18].O. (8) Given the product [OH:2][C:3]1[CH:4]=[N:5][C:6]([N:9]2[C:10](=[O:18])[CH2:11][C:12]([CH3:16])([CH3:17])[CH2:13][C:14]2=[O:15])=[N:7][CH:8]=1, predict the reactants needed to synthesize it. The reactants are: C[O:2][C:3]1[CH:4]=[N:5][C:6]([N:9]2[C:14](=[O:15])[CH2:13][C:12]([CH3:17])([CH3:16])[CH2:11][C:10]2=[O:18])=[N:7][CH:8]=1.Cl.N1C=CC=CC=1. (9) Given the product [F:12][C:13]1[CH:14]=[C:15]2[C:21](=[CH:22][C:23]=1[F:24])[C:18](=[O:20])[CH2:17][CH2:16]2, predict the reactants needed to synthesize it. The reactants are: C(Cl)(=O)C(Cl)=O.CN(C=O)C.[F:12][C:13]1[CH:14]=[C:15]([CH:21]=[CH:22][C:23]=1[F:24])[CH2:16][CH2:17][C:18]([OH:20])=O. (10) Given the product [S:1]1[CH:5]=[CH:4][CH:3]=[C:2]1[CH2:6][NH:12][CH2:11][CH2:10][C:9]#[N:8], predict the reactants needed to synthesize it. The reactants are: [S:1]1[CH:5]=[CH:4][CH:3]=[C:2]1[CH:6]=O.[NH2:8][CH2:9][CH2:10][C:11]#[N:12].C(O)(=O)C.C(O[BH-](OC(=O)C)OC(=O)C)(=O)C.[Na+].